This data is from Full USPTO retrosynthesis dataset with 1.9M reactions from patents (1976-2016). The task is: Predict the reactants needed to synthesize the given product. (1) The reactants are: [C:1]([C:3]1[CH:27]=[CH:26][C:6]([NH:7][CH2:8][CH2:9][CH2:10][N:11]2[CH2:17][CH:16]3[N:18](C(OC(C)(C)C)=[O:20])[CH:13]([CH2:14][CH2:15]3)[CH2:12]2)=[CH:5][CH:4]=1)#[N:2].C(O)(C(F)(F)F)=O. Given the product [NH4+:2].[OH-:20].[CH:16]12[NH:18][CH:13]([CH2:14][CH2:15]1)[CH2:12][N:11]([CH2:10][CH2:9][CH2:8][NH:7][C:6]1[CH:5]=[CH:4][C:3]([C:1]#[N:2])=[CH:27][CH:26]=1)[CH2:17]2, predict the reactants needed to synthesize it. (2) Given the product [Cl:8][C:4]1[N:3]=[C:2]([NH:9][CH2:10][CH:11]([OH:23])[CH2:12][N:13]2[CH2:22][CH2:21][C:20]3[C:15](=[CH:16][CH:17]=[CH:18][CH:19]=3)[CH2:14]2)[CH:7]=[N:6][CH:5]=1, predict the reactants needed to synthesize it. The reactants are: Cl[C:2]1[CH:7]=[N:6][CH:5]=[C:4]([Cl:8])[N:3]=1.[NH2:9][CH2:10][CH:11]([OH:23])[CH2:12][N:13]1[CH2:22][CH2:21][C:20]2[C:15](=[CH:16][CH:17]=[CH:18][CH:19]=2)[CH2:14]1.